From a dataset of Forward reaction prediction with 1.9M reactions from USPTO patents (1976-2016). Predict the product of the given reaction. (1) Given the reactants [Cl:1][C:2]1[CH:7]=[CH:6][C:5](/[CH:8]=[CH:9]/[CH2:10][N:11]2[CH2:16][CH2:15][N:14]([C:17]3[CH:22]=[C:21]([F:23])[CH:20]=[CH:19][C:18]=3[N+:24]([O-])=O)[C:13](=[O:27])[CH2:12]2)=[CH:4][CH:3]=1.O.NN, predict the reaction product. The product is: [NH2:24][C:18]1[CH:19]=[CH:20][C:21]([F:23])=[CH:22][C:17]=1[N:14]1[CH2:15][CH2:16][N:11]([CH2:10]/[CH:9]=[CH:8]/[C:5]2[CH:4]=[CH:3][C:2]([Cl:1])=[CH:7][CH:6]=2)[CH2:12][C:13]1=[O:27]. (2) Given the reactants Br[CH:2]([CH2:14][O:15][CH3:16])[C:3]([NH:5][C:6]([CH3:13])([CH3:12])[C:7]#[C:8][CH2:9][O:10][CH3:11])=[O:4].[Cl:17][C:18]1[CH:19]=[N:20][CH:21]=[C:22]([OH:24])[CH:23]=1, predict the reaction product. The product is: [Cl:17][C:18]1[CH:23]=[C:22]([O:24][CH:2]([CH2:14][O:15][CH3:16])[C:3]([NH:5][C:6]([CH3:13])([CH3:12])[C:7]#[C:8][CH2:9][O:10][CH3:11])=[O:4])[CH:21]=[N:20][CH:19]=1. (3) Given the reactants [ClH:1].CCOCC.[CH2:7]([O:14][C:15]1[CH:20]=[CH:19][N:18]([C:21]2[CH:29]=[C:28]3[C:24]([C:25]4[CH2:34][CH2:33][N:32]([CH2:35][CH2:36][N:37]5[CH2:41][CH2:40][CH2:39][CH2:38]5)[CH2:31][C:26]=4[N:27]3[CH3:30])=[CH:23][CH:22]=2)[C:17](=[O:42])[CH:16]=1)[C:8]1[CH:13]=[CH:12][CH:11]=[CH:10][CH:9]=1, predict the reaction product. The product is: [ClH:1].[CH2:7]([O:14][C:15]1[CH:20]=[CH:19][N:18]([C:21]2[CH:29]=[C:28]3[C:24]([C:25]4[CH2:34][CH2:33][N:32]([CH2:35][CH2:36][N:37]5[CH2:38][CH2:39][CH2:40][CH2:41]5)[CH2:31][C:26]=4[N:27]3[CH3:30])=[CH:23][CH:22]=2)[C:17](=[O:42])[CH:16]=1)[C:8]1[CH:13]=[CH:12][CH:11]=[CH:10][CH:9]=1. (4) Given the reactants [C:1]1(B(O)O)[CH:6]=[CH:5][CH:4]=[CH:3][CH:2]=1.Br[C:11]1[CH:12]=[C:13]([C:30]([O:32][CH3:33])=[O:31])[C:14]2[NH:15][C:16]3[CH:17]=[C:18]([C:24]([O:26][CH:27]([CH3:29])[CH3:28])=[O:25])[CH:19]=[CH:20][C:21]=3[C:22]=2[N:23]=1.[O-]P([O-])([O-])=O.[K+].[K+].[K+].C1(P(C2CCCCC2)C2C=CC=CC=2C2C(C(C)C)=CC(C(C)C)=CC=2C(C)C)CCCCC1, predict the reaction product. The product is: [C:1]1([C:11]2[CH:12]=[C:13]([C:30]([O:32][CH3:33])=[O:31])[C:14]3[NH:15][C:16]4[CH:17]=[C:18]([C:24]([O:26][CH:27]([CH3:28])[CH3:29])=[O:25])[CH:19]=[CH:20][C:21]=4[C:22]=3[N:23]=2)[CH:6]=[CH:5][CH:4]=[CH:3][CH:2]=1. (5) Given the reactants [CH2:1]([N:8]1[CH:12]=[C:11]([C:13]2[CH:22]=[C:21](Cl)[C:20]3[C:15](=[C:16]([CH3:26])[C:17]([O:24][CH3:25])=[CH:18][CH:19]=3)[N:14]=2)[CH:10]=[N:9]1)[C:2]1[CH:7]=[CH:6][CH:5]=[CH:4][CH:3]=1.C(N1C=C(C2C=C([OH:44])C3C(=C(C)C(OC)=CC=3)N=2)C=N1)C, predict the reaction product. The product is: [CH2:1]([N:8]1[CH:12]=[C:11]([C:13]2[CH:22]=[C:21]([OH:44])[C:20]3[C:15](=[C:16]([CH3:26])[C:17]([O:24][CH3:25])=[CH:18][CH:19]=3)[N:14]=2)[CH:10]=[N:9]1)[C:2]1[CH:7]=[CH:6][CH:5]=[CH:4][CH:3]=1. (6) Given the reactants CS(O[CH2:6][CH2:7][O:8][C:9]1[CH:14]=[CH:13][C:12]([C:15]#[C:16][C:17]2[C:22]([F:23])=[CH:21][C:20]([C:24]3[CH:29]=[CH:28][C:27]([Cl:30])=[CH:26][CH:25]=3)=[CH:19][N:18]=2)=[CH:11][CH:10]=1)(=O)=O.[NH:31]1[CH2:35][CH2:34][CH2:33][C@H:32]1[C:36]1([OH:39])[CH2:38][CH2:37]1, predict the reaction product. The product is: [Cl:30][C:27]1[CH:26]=[CH:25][C:24]([C:20]2[CH:21]=[C:22]([F:23])[C:17]([C:16]#[C:15][C:12]3[CH:11]=[CH:10][C:9]([O:8][CH2:7][CH2:6][N:31]4[CH2:35][CH2:34][CH2:33][C@H:32]4[C:36]4([OH:39])[CH2:38][CH2:37]4)=[CH:14][CH:13]=3)=[N:18][CH:19]=2)=[CH:29][CH:28]=1. (7) Given the reactants [C:1]([C:5]1[CH:10]=[CH:9][C:8]([S:11]([NH:14][C:15]2[N:19]([CH3:20])[N:18]=[C:17]([O:21][CH2:22][CH2:23][OH:24])[C:16]=2[C:25]2[CH:30]=[CH:29][C:28]([CH3:31])=[CH:27][CH:26]=2)(=[O:13])=[O:12])=[CH:7][CH:6]=1)([CH3:4])([CH3:3])[CH3:2].[H-].[Na+].Cl[C:35]1[N:40]=[CH:39][C:38]([S:41][CH3:42])=[CH:37][N:36]=1.[Cl-].[NH4+], predict the reaction product. The product is: [C:1]([C:5]1[CH:6]=[CH:7][C:8]([S:11]([NH:14][C:15]2[N:19]([CH3:20])[N:18]=[C:17]([O:21][CH2:22][CH2:23][O:24][C:35]3[N:40]=[CH:39][C:38]([S:41][CH3:42])=[CH:37][N:36]=3)[C:16]=2[C:25]2[CH:30]=[CH:29][C:28]([CH3:31])=[CH:27][CH:26]=2)(=[O:12])=[O:13])=[CH:9][CH:10]=1)([CH3:4])([CH3:3])[CH3:2]. (8) Given the reactants [NH:1]1[CH2:6][CH2:5][CH2:4][CH:3]([CH:7]([NH:10][C:11]([C:13]2[C:14]3[CH:21]=[N:20][N:19]([C:22]4[CH:27]=[CH:26][C:25]([F:28])=[CH:24][CH:23]=4)[C:15]=3[CH:16]=[N:17][CH:18]=2)=[O:12])[CH2:8][CH3:9])[CH2:2]1.CCN(CC)CC.C[Si]([N:40]=[C:41]=[O:42])(C)C, predict the reaction product. The product is: [C:41]([N:1]1[CH2:6][CH2:5][CH2:4][CH:3]([CH:7]([NH:10][C:11]([C:13]2[C:14]3[CH:21]=[N:20][N:19]([C:22]4[CH:23]=[CH:24][C:25]([F:28])=[CH:26][CH:27]=4)[C:15]=3[CH:16]=[N:17][CH:18]=2)=[O:12])[CH2:8][CH3:9])[CH2:2]1)(=[O:42])[NH2:40]. (9) The product is: [Br:4][C:5]1[CH:6]=[C:7]2[C:13]([S:14]([N:2]([CH3:3])[CH3:1])(=[O:16])=[O:15])=[CH:12][NH:11][C:8]2=[N:9][CH:10]=1. Given the reactants [CH3:1][NH:2][CH3:3].[Br:4][C:5]1[CH:6]=[C:7]2[C:13]([S:14](Cl)(=[O:16])=[O:15])=[CH:12][NH:11][C:8]2=[N:9][CH:10]=1, predict the reaction product.